Task: Predict the reaction yield, written as a fraction of the theoretical maximum amount of product (1.0 means a 100% yield; for example, 0.34 means a 34% yield).. Dataset: Reaction yield outcomes from USPTO patents with 853,638 reactions (1) The reactants are Br[C:2]1[N:6](S(C2C=CC=CC=2)(=O)=O)[CH:5]=[C:4]([CH:16]=[O:17])[C:3]=1[CH3:18].[C:19]1(B(O)O)[CH:24]=[CH:23][CH:22]=[CH:21][CH:20]=1.C(=O)([O-])[O-].[Na+].[Na+].[OH-].[Na+]. The catalyst is COCCOC.O. The product is [CH3:18][C:3]1[C:4]([CH:16]=[O:17])=[CH:5][NH:6][C:2]=1[C:19]1[CH:24]=[CH:23][CH:22]=[CH:21][CH:20]=1. The yield is 0.690. (2) The reactants are [Na].[Cl:2][C:3]1[C:8]2[O:9][CH2:10][O:11][C:7]=2[CH:6]=[C:5]([CH2:12][C:13]#[N:14])[CH:4]=1.[F:15][C:16]([F:23])([F:22])[C:17](OCC)=[O:18]. The catalyst is C(O)C. The product is [Cl:2][C:3]1[C:8]2[O:9][CH2:10][O:11][C:7]=2[CH:6]=[C:5]([CH:12]([C:17](=[O:18])[C:16]([F:23])([F:22])[F:15])[C:13]#[N:14])[CH:4]=1. The yield is 1.00. (3) The reactants are [CH3:1][O:2][C:3]1[CH:8]=[CH:7][C:6]([C:9]2[N:10]=[C:11]([NH2:15])[S:12][C:13]=2[CH3:14])=[CH:5][CH:4]=1.[N:16]1([C:21](N2C=CN=C2)=[S:22])[CH:20]=[CH:19][N:18]=[CH:17]1. The catalyst is C(#N)C. The product is [CH3:1][O:2][C:3]1[CH:4]=[CH:5][C:6]([C:9]2[N:10]=[C:11]([NH:15][C:21]([N:16]3[CH:20]=[CH:19][N:18]=[CH:17]3)=[S:22])[S:12][C:13]=2[CH3:14])=[CH:7][CH:8]=1. The yield is 0.870. (4) The reactants are S(Cl)(Cl)=O.[OH:5][C:6]1[CH:14]=[CH:13][C:9]([C:10]([OH:12])=[O:11])=[C:8]([CH3:15])[CH:7]=1.[CH3:16]O. No catalyst specified. The product is [OH:5][C:6]1[CH:14]=[CH:13][C:9]([C:10]([O:12][CH3:16])=[O:11])=[C:8]([CH3:15])[CH:7]=1. The yield is 1.00. (5) The reactants are [CH3:1][O:2][C:3]([C:5]1[CH:13]=[C:12]2[C:8]([C:9]([CH:24]3[CH2:29][CH2:28][CH2:27][CH2:26][CH2:25]3)=[C:10](Br)[N:11]2[CH2:14][C:15]([N:17]2[CH2:22][CH2:21][O:20][CH2:19][CH2:18]2)=[O:16])=[CH:7][CH:6]=1)=[O:4].[CH3:30][O:31][CH:32]([O:45][CH3:46])[C:33]1[CH:34]=[C:35](B(O)O)[CH:36]=[CH:37][C:38]=1[N+:39]([O-:41])=[O:40]. The catalyst is CO.C1(P([Pd](P(C2C=CC=CC=2)(C2C=CC=CC=2)C2C=CC=CC=2)(P(C2C=CC=CC=2)(C2C=CC=CC=2)C2C=CC=CC=2)P(C2C=CC=CC=2)(C2C=CC=CC=2)C2C=CC=CC=2)(C2C=CC=CC=2)C2C=CC=CC=2)C=CC=CC=1. The product is [CH3:1][O:2][C:3]([C:5]1[CH:13]=[C:12]2[C:8]([C:9]([CH:24]3[CH2:29][CH2:28][CH2:27][CH2:26][CH2:25]3)=[C:10]([C:35]3[CH:36]=[CH:37][C:38]([N+:39]([O-:41])=[O:40])=[C:33]([CH:32]([O:31][CH3:30])[O:45][CH3:46])[CH:34]=3)[N:11]2[CH2:14][C:15]([N:17]2[CH2:22][CH2:21][O:20][CH2:19][CH2:18]2)=[O:16])=[CH:7][CH:6]=1)=[O:4]. The yield is 0.945. (6) The reactants are C([N:4]1[C:8]2[N:9]=[CH:10][N:11]=[C:12](I)[C:7]=2[CH:6]=[CH:5]1)(=O)C.[CH3:14][N:15](C)C=O. The catalyst is C(OCC)(=O)C.[C-]#N.[Zn+2].[C-]#N.C1C=CC([P]([Pd]([P](C2C=CC=CC=2)(C2C=CC=CC=2)C2C=CC=CC=2)([P](C2C=CC=CC=2)(C2C=CC=CC=2)C2C=CC=CC=2)[P](C2C=CC=CC=2)(C2C=CC=CC=2)C2C=CC=CC=2)(C2C=CC=CC=2)C2C=CC=CC=2)=CC=1. The product is [N:9]1[C:8]2[NH:4][CH:5]=[CH:6][C:7]=2[C:12]([C:14]#[N:15])=[N:11][CH:10]=1. The yield is 0.800.